This data is from Forward reaction prediction with 1.9M reactions from USPTO patents (1976-2016). The task is: Predict the product of the given reaction. Given the reactants [CH2:1]([NH:5][C:6](=[O:25])[C:7]([CH3:24])([C:9]1[CH:14]=[CH:13][C:12](B2OC(C)(C)C(C)(C)O2)=[CH:11][CH:10]=1)[CH3:8])[CH:2]([CH3:4])[CH3:3].Br[C:27]1[CH:28]=[N:29][CH:30]=[C:31]([CH:34]=1)[C:32]#[N:33].C(=O)([O-])[O-].[K+].[K+].C(O)C, predict the reaction product. The product is: [C:32]([C:31]1[CH:34]=[C:27]([C:12]2[CH:11]=[CH:10][C:9]([C:7]([CH3:8])([CH3:24])[C:6]([NH:5][CH2:1][CH:2]([CH3:3])[CH3:4])=[O:25])=[CH:14][CH:13]=2)[CH:28]=[N:29][CH:30]=1)#[N:33].